From a dataset of Full USPTO retrosynthesis dataset with 1.9M reactions from patents (1976-2016). Predict the reactants needed to synthesize the given product. Given the product [Br:14][C:15]1[CH:24]=[C:23]2[C:18]([CH2:19][CH2:20][N:21]([C:11]([C:9]3[CH:10]=[C:5]4[N:4]=[CH:3][C:2]([Br:1])=[CH:7][N:6]4[N:8]=3)=[O:13])[N:22]2[CH3:25])=[CH:17][CH:16]=1, predict the reactants needed to synthesize it. The reactants are: [Br:1][C:2]1[CH:3]=[N:4][C:5]2[N:6]([N:8]=[C:9]([C:11]([OH:13])=O)[CH:10]=2)[CH:7]=1.[Br:14][C:15]1[CH:24]=[C:23]2[C:18]([CH2:19][CH2:20][NH:21][N:22]2[CH3:25])=[CH:17][CH:16]=1.